From a dataset of Full USPTO retrosynthesis dataset with 1.9M reactions from patents (1976-2016). Predict the reactants needed to synthesize the given product. (1) The reactants are: [CH3:1][N:2]1[CH2:7][CH2:6][CH:5]([OH:8])[CH2:4][CH2:3]1.[H-].[Na+].[F:11][C:12]1[CH:17]=[CH:16][CH:15]=[CH:14][C:13]=1F. Given the product [F:11][C:12]1[CH:17]=[CH:16][CH:15]=[CH:14][C:13]=1[O:8][CH:5]1[CH2:6][CH2:7][N:2]([CH3:1])[CH2:3][CH2:4]1, predict the reactants needed to synthesize it. (2) Given the product [Cl:1][C:2]1[C:3]([CH2:28][CH2:29][C:30]2[CH:35]=[CH:34][C:33]([O:36][CH2:39][CH2:40][CH2:41][C:42]([F:45])([F:44])[F:43])=[CH:32][C:31]=2[CH3:37])=[C:4]([C:8]2[N:13]=[C:12]([N:14]3[C:18]([C:19]([F:22])([F:21])[F:20])=[C:17]([C:23]([O:25][CH2:26][CH3:27])=[O:24])[CH:16]=[N:15]3)[CH:11]=[CH:10][CH:9]=2)[CH:5]=[CH:6][CH:7]=1, predict the reactants needed to synthesize it. The reactants are: [Cl:1][C:2]1[C:3]([CH2:28][CH2:29][C:30]2[CH:35]=[CH:34][C:33]([OH:36])=[CH:32][C:31]=2[CH3:37])=[C:4]([C:8]2[N:13]=[C:12]([N:14]3[C:18]([C:19]([F:22])([F:21])[F:20])=[C:17]([C:23]([O:25][CH2:26][CH3:27])=[O:24])[CH:16]=[N:15]3)[CH:11]=[CH:10][CH:9]=2)[CH:5]=[CH:6][CH:7]=1.Br[CH2:39][CH2:40][CH2:41][C:42]([F:45])([F:44])[F:43].C(=O)([O-])[O-].[K+].[K+]. (3) Given the product [CH:20]1([CH2:23][N:24]([CH2:25][CH2:26][O:27][CH3:28])[C:2]2[N:7]=[CH:6][N:5]=[C:4]([C:8]([NH:10][C:11]3[CH:12]=[C:13]4[C:17](=[CH:18][CH:19]=3)[NH:16][N:15]=[CH:14]4)=[O:9])[CH:3]=2)[CH2:22][CH2:21]1, predict the reactants needed to synthesize it. The reactants are: Cl[C:2]1[N:7]=[CH:6][N:5]=[C:4]([C:8]([NH:10][C:11]2[CH:12]=[C:13]3[C:17](=[CH:18][CH:19]=2)[NH:16][N:15]=[CH:14]3)=[O:9])[CH:3]=1.[CH:20]1([CH2:23][NH:24][CH2:25][CH2:26][O:27][CH3:28])[CH2:22][CH2:21]1. (4) Given the product [CH:1]([C:4]1[CH:12]=[C:11]([CH:13]([CH3:15])[CH3:14])[CH:10]=[C:9]([CH:16]([CH3:18])[CH3:17])[C:5]=1[C:6]([O-:8])=[O:7])([CH3:3])[CH3:2].[Na+:23], predict the reactants needed to synthesize it. The reactants are: [CH:1]([C:4]1[CH:12]=[C:11]([CH:13]([CH3:15])[CH3:14])[CH:10]=[C:9]([CH:16]([CH3:18])[CH3:17])[C:5]=1[C:6]([OH:8])=[O:7])([CH3:3])[CH3:2].C(=O)([O-])O.[Na+:23].C(C(C)=O)C(C)C. (5) Given the product [Cl:6][C:7]1[CH:8]=[C:9]([CH:32]=[CH:33][C:34]=1[F:35])[CH2:10][C:11]1[S:12][C:13]2[C:20]([C:21]3[CH:22]=[C:23]([CH:29]=[CH:30][CH:31]=3)[C:24]([OH:26])=[O:25])=[CH:19][CH:18]=[CH:17][C:14]=2[C:15]=1[CH3:16], predict the reactants needed to synthesize it. The reactants are: [OH-].[Na+].C(O)C.[Cl:6][C:7]1[CH:8]=[C:9]([CH:32]=[CH:33][C:34]=1[F:35])[CH2:10][C:11]1[S:12][C:13]2[C:20]([C:21]3[CH:22]=[C:23]([CH:29]=[CH:30][CH:31]=3)[C:24]([O:26]CC)=[O:25])=[CH:19][CH:18]=[CH:17][C:14]=2[C:15]=1[CH3:16]. (6) Given the product [Si:1]([O:8][CH2:9][CH2:10][O:11][C:12]1[CH:17]=[CH:16][C:15]([NH:18][C:19]2[N:24]=[C:23]([NH:25][C:26]3[CH:27]=[C:44]([NH:39][C:40](=[O:51])[CH:41]([OH:42])[CH2:56][OH:55])[CH:43]=[CH:30][CH:31]=3)[C:22]([F:37])=[CH:21][N:20]=2)=[CH:14][CH:13]=1)([C:4]([CH3:6])([CH3:5])[CH3:7])([CH3:2])[CH3:3], predict the reactants needed to synthesize it. The reactants are: [Si:1]([O:8][CH2:9][CH2:10][O:11][C:12]1[CH:17]=[CH:16][C:15]([NH:18][C:19]2[N:24]=[C:23]([NH:25][C:26]3[CH:27]=C(NC(=O)C=C)C=[CH:30][CH:31]=3)[C:22]([F:37])=[CH:21][N:20]=2)=[CH:14][CH:13]=1)([C:4]([CH3:7])([CH3:6])[CH3:5])([CH3:3])[CH3:2].C[N+:39]1([O-])[CH2:44][CH2:43][O:42][CH2:41][CH2:40]1.C(Cl)(Cl)Cl.C[OH:51].C1[CH2:56][O:55]CC1.